From a dataset of Catalyst prediction with 721,799 reactions and 888 catalyst types from USPTO. Predict which catalyst facilitates the given reaction. (1) Reactant: [C:1](OC(=NC1CCCCC1)NC1CCCCC1)([CH3:4])([CH3:3])[CH3:2].[Cl:21][C:22]1[CH:27]=[C:26]([CH2:28][C:29]([OH:31])=[O:30])[CH:25]=[CH:24][N:23]=1. Product: [Cl:21][C:22]1[CH:27]=[C:26]([CH2:28][C:29]([O:31][C:1]([CH3:4])([CH3:3])[CH3:2])=[O:30])[CH:25]=[CH:24][N:23]=1. The catalyst class is: 2. (2) Reactant: N(C(OC(C)(C)C)=O)=NC(OC(C)(C)C)=O.[Cl:17][C:18]1[C:27]2[C:22](=[CH:23][C:24]([O:29][CH3:30])=[C:25]([OH:28])[CH:26]=2)[N:21]=[CH:20][N:19]=1.[N:31]1([CH2:37][CH2:38][CH2:39]O)[CH2:36][CH2:35][O:34][CH2:33][CH2:32]1.C1(P(C2C=CC=CC=2)C2C=CC=CC=2)C=CC=CC=1. Product: [Cl:17][C:18]1[C:27]2[C:22](=[CH:23][C:24]([O:29][CH3:30])=[C:25]([O:28][CH2:39][CH2:38][CH2:37][N:31]3[CH2:36][CH2:35][O:34][CH2:33][CH2:32]3)[CH:26]=2)[N:21]=[CH:20][N:19]=1. The catalyst class is: 4. (3) Reactant: Cl.[CH2:2]1[C@H:6]2[CH2:7][CH2:8][N:9]([C:12](=[O:26])/[CH:13]=[CH:14]/[C:15]3[CH:20]=[CH:19][C:18]([O:21][C:22]([F:25])([F:24])[F:23])=[CH:17][CH:16]=3)[CH2:10][CH2:11][C@H:5]2[CH2:4][NH:3]1.CN1CCOCC1.[NH:34]1[C:38]2[CH2:39][CH2:40][CH:41]([C:43](O)=[O:44])[CH2:42][C:37]=2[N:36]=[N:35]1.F[P-](F)(F)(F)(F)F.N1(OC(N(C)C)=[N+](C)C)C2N=CC=CC=2N=N1. Product: [NH:34]1[C:38]2[CH2:39][CH2:40][CH:41]([C:43]([N:3]3[CH2:4][C@@H:5]4[C@@H:6]([CH2:7][CH2:8][N:9]([C:12](=[O:26])/[CH:13]=[CH:14]/[C:15]5[CH:20]=[CH:19][C:18]([O:21][C:22]([F:23])([F:24])[F:25])=[CH:17][CH:16]=5)[CH2:10][CH2:11]4)[CH2:2]3)=[O:44])[CH2:42][C:37]=2[N:36]=[N:35]1. The catalyst class is: 9. (4) Reactant: C(N(C(C)C)C(C)C)C.[CH3:10][O:11][CH2:12]Cl.[Br:14][C:15]1[CH:20]=[CH:19][C:18]([O:21][CH3:22])=[C:17]([CH2:23][CH2:24][OH:25])[CH:16]=1.[OH-].[NH4+]. Product: [Br:14][C:15]1[CH:20]=[CH:19][C:18]([O:21][CH3:22])=[C:17]([CH2:23][CH2:24][O:25][CH2:10][O:11][CH3:12])[CH:16]=1. The catalyst class is: 46. (5) Reactant: [CH3:1][NH:2][C:3](C1C=C(B2OC(C)(C)C(C)(C)O2)C=C(C(NC)=O)C=1)=O.[Br:24][C:25]1[CH:26]=[C:27]([C:35]([O:37]C)=O)[CH:28]=[C:29]([CH:34]=1)[C:30](OC)=[O:31].C[NH2:40]. Product: [CH3:1][N:2]([CH3:3])[C:35](=[O:37])[C:27]1[CH:26]=[C:25]([Br:24])[CH:34]=[C:29]([C:30]([NH2:40])=[O:31])[CH:28]=1. The catalyst class is: 8.